Dataset: NCI-60 drug combinations with 297,098 pairs across 59 cell lines. Task: Regression. Given two drug SMILES strings and cell line genomic features, predict the synergy score measuring deviation from expected non-interaction effect. (1) Drug 1: CC1=C(C(CCC1)(C)C)C=CC(=CC=CC(=CC(=O)O)C)C. Drug 2: C1CN1C2=NC(=NC(=N2)N3CC3)N4CC4. Cell line: NCI-H522. Synergy scores: CSS=27.9, Synergy_ZIP=-6.17, Synergy_Bliss=-1.29, Synergy_Loewe=-10.8, Synergy_HSA=-2.68. (2) Drug 1: CCN(CC)CCNC(=O)C1=C(NC(=C1C)C=C2C3=C(C=CC(=C3)F)NC2=O)C. Drug 2: CC12CCC3C(C1CCC2O)C(CC4=C3C=CC(=C4)O)CCCCCCCCCS(=O)CCCC(C(F)(F)F)(F)F. Cell line: A549. Synergy scores: CSS=2.75, Synergy_ZIP=-0.591, Synergy_Bliss=2.00, Synergy_Loewe=3.74, Synergy_HSA=3.03. (3) Drug 1: CC1C(C(CC(O1)OC2CC(CC3=C2C(=C4C(=C3O)C(=O)C5=C(C4=O)C(=CC=C5)OC)O)(C(=O)CO)O)N)O.Cl. Drug 2: COC1=C(C=C2C(=C1)N=CN=C2NC3=CC(=C(C=C3)F)Cl)OCCCN4CCOCC4. Cell line: OVCAR-5. Synergy scores: CSS=10.8, Synergy_ZIP=-3.14, Synergy_Bliss=-3.00, Synergy_Loewe=-4.62, Synergy_HSA=-1.85.